Predict the reactants needed to synthesize the given product. From a dataset of Full USPTO retrosynthesis dataset with 1.9M reactions from patents (1976-2016). (1) Given the product [CH:1]([O:4][C:5]([N:7]1[CH2:12][CH2:11][CH:10]([O:13][N:14]=[C:15]2[CH2:16][CH2:17][N:18]([C:21]3[CH:26]=[C:25]([F:27])[C:24]([CH2:28][O:29][C:40](=[O:41])[CH2:39][NH:38][C:36]([O:35][C:31]([CH3:33])([CH3:32])[CH3:34])=[O:37])=[CH:23][C:22]=3[F:30])[CH2:19][CH2:20]2)[CH2:9][CH2:8]1)=[O:6])([CH3:3])[CH3:2], predict the reactants needed to synthesize it. The reactants are: [CH:1]([O:4][C:5]([N:7]1[CH2:12][CH2:11][CH:10]([O:13][N:14]=[C:15]2[CH2:20][CH2:19][N:18]([C:21]3[CH:26]=[C:25]([F:27])[C:24]([CH2:28][OH:29])=[CH:23][C:22]=3[F:30])[CH2:17][CH2:16]2)[CH2:9][CH2:8]1)=[O:6])([CH3:3])[CH3:2].[C:31]([O:35][C:36]([NH:38][CH2:39][C:40](O)=[O:41])=[O:37])([CH3:34])([CH3:33])[CH3:32].C(Cl)CCl.[C+](=O)C1C=CC=CC=1. (2) Given the product [CH3:1][O:2][C:3](=[O:15])[CH2:4][C:5]1[C:6]([N+:12]([O-:14])=[O:13])=[N:7][CH:8]=[C:9]([N:20]2[CH2:21][CH2:22][N:17]([CH3:16])[CH2:18][CH2:19]2)[CH:10]=1, predict the reactants needed to synthesize it. The reactants are: [CH3:1][O:2][C:3](=[O:15])[CH2:4][C:5]1[C:6]([N+:12]([O-:14])=[O:13])=[N:7][CH:8]=[C:9](Br)[CH:10]=1.[CH3:16][N:17]1[CH2:22][CH2:21][NH:20][CH2:19][CH2:18]1. (3) Given the product [I:1][C:2]1[CH:7]=[CH:6][C:5]([NH:8][C:9]2[CH:14]=[CH:13][N:12]=[C:11]([NH2:19])[N:10]=2)=[CH:4][CH:3]=1, predict the reactants needed to synthesize it. The reactants are: [I:1][C:2]1[CH:7]=[CH:6][C:5]([NH:8][C:9]2[CH:14]=[CH:13][N:12]=[C:11](S(C)(=O)=O)[N:10]=2)=[CH:4][CH:3]=1.[NH3:19]. (4) Given the product [BrH:10].[CH3:11][N:12]([CH3:13])[CH2:1][C:2]([C:4]1[CH:9]=[CH:8][CH:7]=[CH:6][CH:5]=1)=[O:3], predict the reactants needed to synthesize it. The reactants are: [CH2:1]([Br:10])[C:2]([C:4]1[CH:9]=[CH:8][CH:7]=[CH:6][CH:5]=1)=[O:3].[CH3:11][NH:12][CH3:13]. (5) Given the product [Br:1][C:2]1[CH:6]=[N:5][N:4]([CH3:7])[C:3]=1[C:8]1[CH:9]=[C:10]([NH:23][C:32]([NH:31][C:28]2[CH:29]=[CH:30][C:25]([F:24])=[CH:26][CH:27]=2)=[O:33])[CH:11]=[CH:12][C:13]=1[O:14][CH2:15][C:16]1[CH:21]=[CH:20][C:19]([Cl:22])=[CH:18][CH:17]=1, predict the reactants needed to synthesize it. The reactants are: [Br:1][C:2]1[CH:6]=[N:5][N:4]([CH3:7])[C:3]=1[C:8]1[CH:9]=[C:10]([NH2:23])[CH:11]=[CH:12][C:13]=1[O:14][CH2:15][C:16]1[CH:21]=[CH:20][C:19]([Cl:22])=[CH:18][CH:17]=1.[F:24][C:25]1[CH:30]=[CH:29][C:28]([N:31]=[C:32]=[O:33])=[CH:27][CH:26]=1. (6) Given the product [CH2:1]([O:3][C:4](=[O:14])[CH2:5][C:6]1[CH:11]=[CH:10][CH:9]=[C:8]([N:12]([CH3:13])[C:23]([O:25][C:26]([CH3:27])([CH3:28])[CH3:29])=[O:24])[CH:7]=1)[CH3:2], predict the reactants needed to synthesize it. The reactants are: [CH2:1]([O:3][C:4](=[O:14])[CH2:5][C:6]1[CH:11]=[CH:10][CH:9]=[C:8]([NH:12][CH3:13])[CH:7]=1)[CH3:2].[CH3:27][C:26]([O:25][C:23](O[C:23]([O:25][C:26]([CH3:29])([CH3:28])[CH3:27])=[O:24])=[O:24])([CH3:29])[CH3:28]. (7) The reactants are: [CH:1]1([C:4]2[N:5]=[C:6]3[CH:11]=[CH:10][C:9]([N+:12]([O-])=O)=[CH:8][N:7]3[C:15]=2[CH3:16])[CH2:3][CH2:2]1.[Cl:17][C:18]1[N:23]=[N:22][C:21]([C:24]2[CH:29]=[CH:28][C:27]([C:30](O)=[O:31])=[CH:26][CH:25]=2)=[CH:20][CH:19]=1. Given the product [Cl:17][C:18]1[N:23]=[N:22][C:21]([C:24]2[CH:29]=[CH:28][C:27]([C:30]([NH:12][C:9]3[CH:10]=[CH:11][C:6]4[N:7]([C:15]([CH3:16])=[C:4]([CH:1]5[CH2:3][CH2:2]5)[N:5]=4)[CH:8]=3)=[O:31])=[CH:26][CH:25]=2)=[CH:20][CH:19]=1, predict the reactants needed to synthesize it.